Dataset: Full USPTO retrosynthesis dataset with 1.9M reactions from patents (1976-2016). Task: Predict the reactants needed to synthesize the given product. (1) The reactants are: [C:1]([O:5][C:6](=[O:28])[N:7]([CH2:18][C@@H:19]1[CH2:24][N:23]2[CH2:25][CH2:26][CH2:27][C@@H:22]2[CH2:21][NH:20]1)[C@H:8]1[C:17]2[C:12](=[CH:13][CH:14]=[CH:15][CH:16]=2)[CH2:11][CH2:10][CH2:9]1)([CH3:4])([CH3:3])[CH3:2].[C:29]([O:33][C:34]([N:36]([CH3:52])[C@H:37]([C:39]([NH:41][C@@H:42]([CH:46]1[CH2:51][CH2:50][CH2:49][CH2:48][CH2:47]1)[C:43](O)=[O:44])=[O:40])[CH3:38])=[O:35])([CH3:32])([CH3:31])[CH3:30].[Cl-].COC1N=C(OC)N=C([N+]2(C)CCOCC2)N=1. Given the product [C:1]([O:5][C:6](=[O:28])[N:7]([CH2:18][C@@H:19]1[CH2:24][N:23]2[CH2:25][CH2:26][CH2:27][C@@H:22]2[CH2:21][N:20]1[C:43](=[O:44])[C@@H:42]([NH:41][C:39](=[O:40])[C@@H:37]([N:36]([C:34]([O:33][C:29]([CH3:31])([CH3:30])[CH3:32])=[O:35])[CH3:52])[CH3:38])[CH:46]1[CH2:47][CH2:48][CH2:49][CH2:50][CH2:51]1)[C@H:8]1[C:17]2[C:12](=[CH:13][CH:14]=[CH:15][CH:16]=2)[CH2:11][CH2:10][CH2:9]1)([CH3:4])([CH3:2])[CH3:3], predict the reactants needed to synthesize it. (2) Given the product [OH:44][C@H:43]([CH2:42][OH:41])[CH2:45][CH2:46][NH:47][C:25]([CH:17]1[CH:16]([C:28]2[CH:33]=[CH:32][C:31]([Cl:34])=[C:30]([Cl:35])[CH:29]=2)[C:15]([C:12]2[CH:13]=[CH:14][C:9]([Cl:8])=[CH:10][C:11]=2[F:38])([C:36]#[N:37])[CH:19]([CH2:20][C:21]([CH3:24])([CH3:23])[CH3:22])[NH:18]1)=[O:27], predict the reactants needed to synthesize it. The reactants are: FC(F)(F)C(O)=O.[Cl:8][C:9]1[CH:14]=[CH:13][C:12]([C:15]2([C:36]#[N:37])[CH:19]([CH2:20][C:21]([CH3:24])([CH3:23])[CH3:22])[NH:18][CH:17]([C:25]([OH:27])=O)[CH:16]2[C:28]2[CH:33]=[CH:32][C:31]([Cl:34])=[C:30]([Cl:35])[CH:29]=2)=[C:11]([F:38])[CH:10]=1.CC1(C)[O:44][C@@H:43]([CH2:45][CH2:46][NH2:47])[CH2:42][O:41]1.CN(C(ON1N=NC2C=CC=NC1=2)=[N+](C)C)C.F[P-](F)(F)(F)(F)F.CCN(C(C)C)C(C)C.Cl.